This data is from Full USPTO retrosynthesis dataset with 1.9M reactions from patents (1976-2016). The task is: Predict the reactants needed to synthesize the given product. (1) Given the product [Cl:1][C:2]1[NH:10][C:9]2[C:8](=[O:14])[NH:7][C:6](=[O:15])[N:5]([CH2:16][CH2:17][CH2:18][CH2:19][CH3:20])[C:4]=2[N:3]=1, predict the reactants needed to synthesize it. The reactants are: [Cl:1][C:2]1[N:10](CC=C)[C:9]2[C:8](=[O:14])[NH:7][C:6](=[O:15])[N:5]([CH2:16][CH2:17][CH2:18][CH2:19][CH3:20])[C:4]=2[N:3]=1.CS(C)=O.N1CCOCC1. (2) Given the product [O:37]1[CH2:38][CH2:39][CH:34]([NH:33][C:24]([C:19]2[NH:20][C:21]3[C:17]([C:18]=2[C:27]2[CH:28]=[CH:29][CH:30]=[CH:31][CH:32]=2)=[CH:16][C:15]([NH:14][S:11]([C:8]2[CH:9]=[CH:10][C:5]([C:1]([CH3:2])([CH3:4])[CH3:3])=[CH:6][CH:7]=2)(=[O:12])=[O:13])=[CH:23][CH:22]=3)=[O:26])[CH2:35][CH2:36]1, predict the reactants needed to synthesize it. The reactants are: [C:1]([C:5]1[CH:10]=[CH:9][C:8]([S:11]([NH:14][C:15]2[CH:16]=[C:17]3[C:21](=[CH:22][CH:23]=2)[NH:20][C:19]([C:24]([OH:26])=O)=[C:18]3[C:27]2[CH:32]=[CH:31][CH:30]=[CH:29][CH:28]=2)(=[O:13])=[O:12])=[CH:7][CH:6]=1)([CH3:4])([CH3:3])[CH3:2].[NH2:33][CH:34]1[CH2:39][CH2:38][O:37][CH2:36][CH2:35]1. (3) Given the product [CH3:1][S:2]([C:5]1[CH:6]=[CH:7][C:8]([CH:11]([C:19]2[NH:27][C:22]3=[N:23][CH:24]=[CH:25][CH:26]=[C:21]3[CH:20]=2)[CH2:12][CH:13]2[CH2:14][CH2:15][O:16][CH2:17][CH2:18]2)=[CH:9][CH:10]=1)(=[O:3])=[O:4], predict the reactants needed to synthesize it. The reactants are: [CH3:1][S:2]([C:5]1[CH:10]=[CH:9][C:8]([C:11]([C:19]2[NH:27][C:22]3=[N:23][CH:24]=[CH:25][CH:26]=[C:21]3[CH:20]=2)=[CH:12][CH:13]2[CH2:18][CH2:17][O:16][CH2:15][CH2:14]2)=[CH:7][CH:6]=1)(=[O:4])=[O:3]. (4) Given the product [C:1]([O:5][C:6]([NH:7][CH:8]([CH:16]1[CH2:20][CH2:19][C:18](=[O:21])[O:17]1)[CH2:9][C@H:10]([CH3:15])[CH2:11][CH2:12][C:13]([OH:27])=[O:14])=[O:22])([CH3:2])([CH3:3])[CH3:4], predict the reactants needed to synthesize it. The reactants are: [C:1]([O:5][C:6](=[O:22])[NH:7][C@@H:8]([CH:16]1[CH2:20][CH2:19][C:18](=[O:21])[O:17]1)[CH2:9][CH:10]([CH3:15])[CH2:11][CH2:12][CH:13]=[O:14])([CH3:4])([CH3:3])[CH3:2].CC([OH:27])(C)C.CC(=CC)C.[O-]Cl=O.[Na+]. (5) Given the product [C:13]1([CH2:12][C:10]2[O:9][N:8]=[C:7]([CH2:6][CH2:5][CH:4]=[O:3])[N:11]=2)[CH:14]=[CH:15][CH:16]=[CH:17][CH:18]=1, predict the reactants needed to synthesize it. The reactants are: C([O:3][CH:4](OCC)[CH2:5][CH2:6][C:7]1[N:11]=[C:10]([CH2:12][C:13]2[CH:18]=[CH:17][CH:16]=[CH:15][CH:14]=2)[O:9][N:8]=1)C.C1(C)C=CC(S(O)(=O)=O)=CC=1.